Dataset: Reaction yield outcomes from USPTO patents with 853,638 reactions. Task: Predict the reaction yield, written as a fraction of the theoretical maximum amount of product (1.0 means a 100% yield; for example, 0.34 means a 34% yield). (1) The reactants are [N+:1]([C:4]1[NH:8][N:7]=[C:6]([C:9]([OH:11])=O)[CH:5]=1)([O-:3])=[O:2].C(N1C=CN=C1)([N:14]1C=CN=C1)=O.N. The catalyst is CN(C=O)C.CO. The product is [N+:1]([C:4]1[CH:5]=[C:6]([C:9]([NH2:14])=[O:11])[NH:7][N:8]=1)([O-:3])=[O:2]. The yield is 0.480. (2) The reactants are [H-].[Na+].CN(C=O)C.[C:8]1([OH:21])[C:9]([C:14]2[C:15]([OH:20])=[CH:16][CH:17]=[CH:18][CH:19]=2)=[CH:10][CH:11]=[CH:12][CH:13]=1.[CH3:22][O:23][CH2:24]Cl.C1[CH2:30][O:29][CH2:28]C1. No catalyst specified. The product is [CH3:22][O:23][CH2:24][O:21][C:8]1[CH:13]=[CH:12][CH:11]=[CH:10][C:9]=1[C:14]1[CH:19]=[CH:18][CH:17]=[CH:16][C:15]=1[O:20][CH2:28][O:29][CH3:30]. The yield is 0.970. (3) The reactants are [N+:1]([C:4]1[CH:14]=[CH:13][C:7]2[NH:8][CH2:9][CH2:10][CH2:11][CH2:12][C:6]=2[CH:5]=1)([O-:3])=[O:2].[C:15](=O)([O-])[O-].[K+].[K+].IC.[H-].[Na+]. The catalyst is CN(C=O)C. The product is [CH3:15][N:8]1[CH2:9][CH2:10][CH2:11][CH2:12][C:6]2[CH:5]=[C:4]([N+:1]([O-:3])=[O:2])[CH:14]=[CH:13][C:7]1=2. The yield is 1.00. (4) The reactants are C1(C)C=C(C)C=C(C)C=1[C:9]1[C:10](=[O:24])[C:11](=[O:23])[C:12]2[C:21]([CH:22]=1)=[N:20][C:19]1[C:14](=[CH:15][CH:16]=[CH:17][CH:18]=1)[CH:13]=2.CN1C(=O)N(C)CCC1. The catalyst is C1COCC1. The product is [C:11]1(=[O:23])[C:12]2[C:21](=[N:20][C:19]3[C:14]([CH:13]=2)=[CH:15][CH:16]=[CH:17][CH:18]=3)[CH:22]=[CH:9][C:10]1=[O:24]. The yield is 0.450. (5) The product is [O:20]1[CH:5]=[CH:4][CH:3]=[C:2]1[C:1]([CH2:9][CH2:10][CH2:11][CH2:12][CH2:13][CH2:14][C:15]([O:17][CH2:18][CH3:19])=[O:16])=[O:8]. The reactants are [C:1]([CH2:9][CH2:10][CH2:11][CH2:12][CH2:13][CH2:14][C:15]([O:17][CH2:18][CH3:19])=[O:16])(=[O:8])[C:2]1C=C[CH:5]=[CH:4][CH:3]=1.[O:20]1C=CC=C1C(Cl)=O. The yield is 0.710. No catalyst specified.